Dataset: TCR-epitope binding with 47,182 pairs between 192 epitopes and 23,139 TCRs. Task: Binary Classification. Given a T-cell receptor sequence (or CDR3 region) and an epitope sequence, predict whether binding occurs between them. (1) The epitope is NLVPMVATV. The TCR CDR3 sequence is CASSWGGDNEQFF. Result: 1 (the TCR binds to the epitope). (2) The epitope is FIAGLIAIV. The TCR CDR3 sequence is CASSKGQTPNTDTQYF. Result: 1 (the TCR binds to the epitope). (3) The epitope is EEHVQIHTI. The TCR CDR3 sequence is CASSQGTGNEQFF. Result: 1 (the TCR binds to the epitope). (4) The epitope is PROT_97E67BCC. The TCR CDR3 sequence is CASSEGSYYEQYF. Result: 1 (the TCR binds to the epitope). (5) The epitope is YLDAYNMMI. The TCR CDR3 sequence is CASSYRGNIQYF. Result: 1 (the TCR binds to the epitope). (6) The epitope is TPRVTGGGAM. The TCR CDR3 sequence is CASSQKGLDTEAFF. Result: 1 (the TCR binds to the epitope). (7) The epitope is IIKDYGKQM. The TCR CDR3 sequence is CSASPGPINNEQFF. Result: 0 (the TCR does not bind to the epitope).